From a dataset of Reaction yield outcomes from USPTO patents with 853,638 reactions. Predict the reaction yield, written as a fraction of the theoretical maximum amount of product (1.0 means a 100% yield; for example, 0.34 means a 34% yield). (1) The reactants are Cl.[Cl:2][C:3]1[C:7]([NH:8][CH2:9][CH3:10])=[CH:6][N:5]([C:11]2[CH:12]=[N:13][CH:14]=[CH:15][CH:16]=2)[N:4]=1.[CH:17]1([C:20]([OH:22])=O)[CH2:19][CH2:18]1.Cl.CN(C)CCCN=C=NCC. The catalyst is ClC(Cl)C. The yield is 0.250. The product is [Cl:2][C:3]1[C:7]([N:8]([CH2:9][CH3:10])[C:20]([CH:17]2[CH2:19][CH2:18]2)=[O:22])=[CH:6][N:5]([C:11]2[CH:12]=[N:13][CH:14]=[CH:15][CH:16]=2)[N:4]=1. (2) The reactants are Cl.[N:2]1([CH2:7][C:8]([OH:10])=O)[CH:6]=[N:5][CH:4]=[N:3]1.[NH2:11][C@@H:12]([CH2:30][O:31][CH2:32][C:33]1[CH:38]=[CH:37][CH:36]=[CH:35][C:34]=1[Cl:39])[C:13]([NH:15][C:16]1[CH:21]=[CH:20][C:19]([O:22][C:23]2[CH:28]=[CH:27][C:26]([F:29])=[CH:25][CH:24]=2)=[CH:18][CH:17]=1)=[O:14]. No catalyst specified. The product is [N:2]1([CH2:7][C:8]([NH:11][C@@H:12]([CH2:30][O:31][CH2:32][C:33]2[CH:38]=[CH:37][CH:36]=[CH:35][C:34]=2[Cl:39])[C:13]([NH:15][C:16]2[CH:17]=[CH:18][C:19]([O:22][C:23]3[CH:28]=[CH:27][C:26]([F:29])=[CH:25][CH:24]=3)=[CH:20][CH:21]=2)=[O:14])=[O:10])[CH:6]=[N:5][CH:4]=[N:3]1. The yield is 0.500. (3) The reactants are C(OC(=O)[NH:10][C@@H:11]([CH3:35])[CH2:12][N:13]1[C:21]2[C:16](=[CH:17][CH:18]=[C:19]3[O:24][C:23]([CH2:25][NH:26][C:27]([C:29]4[CH:30]=[N:31][CH:32]=[CH:33][CH:34]=4)=[O:28])=[CH:22][C:20]3=2)[CH:15]=[N:14]1)C1C=CC=CC=1. The catalyst is CO.[Pd]. The product is [NH2:10][C@@H:11]([CH3:35])[CH2:12][N:13]1[C:21]2[C:16](=[CH:17][CH:18]=[C:19]3[O:24][C:23]([CH2:25][NH:26][C:27](=[O:28])[C:29]4[CH:34]=[CH:33][CH:32]=[N:31][CH:30]=4)=[CH:22][C:20]3=2)[CH:15]=[N:14]1. The yield is 0.870. (4) The reactants are [CH2:1]([C:4]1[CH:9]=[CH:8][C:7]([Br:10])=[CH:6][C:5]=1[CH3:11])[CH:2]=C.I([O-])(=O)(=O)=[O:13].[Na+].[OH2:18]. The catalyst is C(Cl)(Cl)(Cl)Cl.C(#N)C.O.[Ru](Cl)(Cl)Cl. The product is [Br:10][C:7]1[CH:8]=[CH:9][C:4]([CH2:1][C:2]([OH:13])=[O:18])=[C:5]([CH3:11])[CH:6]=1. The yield is 0.880. (5) The reactants are [CH2:1]([Li])CCC.[Cl:6][C:7]1[CH:12]=[CH:11][C:10]([N:13]2[CH2:18][CH2:17][C:16](=O)[CH2:15][CH2:14]2)=[CH:9][CH:8]=1. The catalyst is [Br-].C[P+](C1C=CC=CC=1)(C1C=CC=CC=1)C1C=CC=CC=1.C1COCC1. The product is [Cl:6][C:7]1[CH:12]=[CH:11][C:10]([N:13]2[CH2:18][CH2:17][C:16](=[CH2:1])[CH2:15][CH2:14]2)=[CH:9][CH:8]=1. The yield is 0.472. (6) The reactants are Br[CH2:2][C:3]([CH3:5])=[CH2:4].[Br:6][C:7]1[CH:12]=[CH:11][C:10]([N+:13]([O-:15])=[O:14])=[CH:9][C:8]=1[NH:16][C:17](=[O:19])[CH3:18].C(=O)([O-])[O-].[K+].[K+]. The catalyst is CN(C=O)C. The product is [Br:6][C:7]1[CH:12]=[CH:11][C:10]([N+:13]([O-:15])=[O:14])=[CH:9][C:8]=1[N:16]([CH2:2][C:3]([CH3:5])=[CH2:4])[C:17](=[O:19])[CH3:18]. The yield is 0.850. (7) The reactants are [CH3:1][C:2]1[C:7]([S:8][CH3:9])=[N:6][N:5]2[C:10]([C:31]3[CH:36]=[CH:35][CH:34]=[CH:33][CH:32]=3)=[C:11]([C:13]3[CH:18]=[CH:17][C:16]([C:19]4([NH:23]C(=O)OC(C)(C)C)[CH2:22][CH2:21][CH2:20]4)=[CH:15][CH:14]=3)[N:12]=[C:4]2[C:3]=1[CH3:37].CO.Cl.O1CCOCC1. The catalyst is C(Cl)Cl. The product is [CH3:1][C:2]1[C:7]([S:8][CH3:9])=[N:6][N:5]2[C:10]([C:31]3[CH:32]=[CH:33][CH:34]=[CH:35][CH:36]=3)=[C:11]([C:13]3[CH:14]=[CH:15][C:16]([C:19]4([NH2:23])[CH2:22][CH2:21][CH2:20]4)=[CH:17][CH:18]=3)[N:12]=[C:4]2[C:3]=1[CH3:37]. The yield is 0.940. (8) The reactants are [Cl:1][C:2]1[C:3]([O:12][C:13]2[CH:18]=[C:17]([O:19][CH2:20][CH2:21][O:22][CH3:23])[CH:16]=[CH:15][C:14]=2/[CH:24]=[CH:25]/[C:26](O)=[O:27])=[N:4][CH:5]=[C:6]([C:8]([F:11])([F:10])[F:9])[CH:7]=1.Cl.C(N=C=NCCCN(C)C)C.[CH2:41]([NH:46][S:47]([NH2:50])(=[O:49])=[O:48])[CH2:42][CH2:43][CH2:44][CH3:45].Cl. The catalyst is C(#N)C.CN(C)C1C=CN=CC=1.C(OCC)(=O)C. The product is [Cl:1][C:2]1[C:3]([O:12][C:13]2[CH:18]=[C:17]([O:19][CH2:20][CH2:21][O:22][CH3:23])[CH:16]=[CH:15][C:14]=2/[CH:24]=[CH:25]/[C:26]([NH:50][S:47]([NH:46][CH2:41][CH2:42][CH2:43][CH2:44][CH3:45])(=[O:49])=[O:48])=[O:27])=[N:4][CH:5]=[C:6]([C:8]([F:10])([F:9])[F:11])[CH:7]=1. The yield is 0.0900. (9) The reactants are Br[CH2:2][C:3]1[CH:4]=[C:5]([CH:10]=[CH:11][CH:12]=1)[C:6]([O:8][CH3:9])=[O:7].[F-].[CH2:14]([N+:18](CCCC)(CCCC)CCCC)CCC.C[Si](C#N)(C)C. The catalyst is CC#N. The product is [C:14]([CH2:2][C:3]1[CH:4]=[C:5]([CH:10]=[CH:11][CH:12]=1)[C:6]([O:8][CH3:9])=[O:7])#[N:18]. The yield is 0.430. (10) The reactants are [CH:1]1([CH2:4][O:5][NH2:6])[CH2:3][CH2:2]1.C([O:9][C:10]([C:12]1[C:17]([NH:18][C:19]2[CH:24]=[CH:23][C:22]([CH3:25])=[CH:21][C:20]=2[F:26])=[C:16]([CH3:27])[C:15](=[O:28])[N:14]([CH3:29])[C:13]=1[CH3:30])=O)C.C[Si]([N-][Si](C)(C)C)(C)C.[Li+]. The catalyst is C1COCC1. The product is [CH:1]1([CH2:4][O:5][NH:6][C:10]([C:12]2[C:17]([NH:18][C:19]3[CH:24]=[CH:23][C:22]([CH3:25])=[CH:21][C:20]=3[F:26])=[C:16]([CH3:27])[C:15](=[O:28])[N:14]([CH3:29])[C:13]=2[CH3:30])=[O:9])[CH2:3][CH2:2]1. The yield is 0.400.